This data is from Reaction yield outcomes from USPTO patents with 853,638 reactions. The task is: Predict the reaction yield, written as a fraction of the theoretical maximum amount of product (1.0 means a 100% yield; for example, 0.34 means a 34% yield). (1) The reactants are Br[C:2]1[CH:7]=[CH:6][C:5]([OH:8])=[CH:4][CH:3]=1.[NH:9]1[C:17]2[C:12](=[CH:13][CH:14]=[CH:15][CH:16]=2)[CH:11]=[N:10]1.P([O-])([O-])([O-])=O.[K+].[K+].[K+]. The catalyst is [Cu]I.C1(C)C=CC=CC=1. The product is [N:9]1[N:10]([C:2]2[CH:7]=[CH:6][C:5]([OH:8])=[CH:4][CH:3]=2)[CH:11]=[C:12]2[C:17]=1[CH:16]=[CH:15][CH:14]=[CH:13]2. The yield is 0.200. (2) The reactants are [F:1][C:2]1[CH:7]=[CH:6][C:5]([S:8]([N:11]2[C:14]3([CH2:17][N:16]([C:18](OC(C)(C)C)=[O:19])[CH2:15]3)[CH2:13][CH2:12]2)(=[O:10])=[O:9])=[CH:4][CH:3]=1.FC(F)(F)C(O)=O.[Cl:32][C:33]1[CH:38]=[C:37]([Cl:39])[CH:36]=[CH:35][C:34]=1[CH2:40][N:41]=C=O.C(N(CC)CC)C. The catalyst is ClCCl.C(#N)C. The product is [Cl:32][C:33]1[CH:38]=[C:37]([Cl:39])[CH:36]=[CH:35][C:34]=1[CH2:40][NH:41][C:18]([N:16]1[CH2:15][C:14]2([N:11]([S:8]([C:5]3[CH:4]=[CH:3][C:2]([F:1])=[CH:7][CH:6]=3)(=[O:9])=[O:10])[CH2:12][CH2:13]2)[CH2:17]1)=[O:19]. The yield is 0.910. (3) The reactants are Cl[C:2]1[C:3]2[CH2:17][N:16](C(OC(C)(C)C)=O)[CH2:15][C:4]=2[N:5]=[C:6]([N:8]2[CH2:13][CH2:12][O:11][CH2:10][C@@H:9]2[CH3:14])[N:7]=1.[CH2:25]([NH:27][C:28]([NH:30][C:31]1[CH:36]=[CH:35][C:34](B2OC(C)(C)C(C)(C)O2)=[CH:33][CH:32]=1)=[O:29])[CH3:26].C(Cl)Cl.C([O-])([O-])=O.[Na+].[Na+]. The catalyst is COCCOC.O.CCO.Cl[Pd](Cl)([P](C1C=CC=CC=1)(C1C=CC=CC=1)C1C=CC=CC=1)[P](C1C=CC=CC=1)(C1C=CC=CC=1)C1C=CC=CC=1. The product is [CH2:25]([NH:27][C:28]([NH:30][C:31]1[CH:36]=[CH:35][C:34]([C:2]2[C:3]3[CH2:17][NH:16][CH2:15][C:4]=3[N:5]=[C:6]([N:8]3[CH2:13][CH2:12][O:11][CH2:10][C@@H:9]3[CH3:14])[N:7]=2)=[CH:33][CH:32]=1)=[O:29])[CH3:26]. The yield is 0.0748. (4) The reactants are [F:1][C:2]1[CH:10]=[CH:9][CH:8]=[CH:7][C:3]=1[C:4](O)=[O:5].O=S(Cl)[Cl:13]. The catalyst is C1(C)C=CC=CC=1. The product is [F:1][C:2]1[CH:10]=[CH:9][CH:8]=[CH:7][C:3]=1[C:4]([Cl:13])=[O:5]. The yield is 0.700. (5) The reactants are [Br:1][C:2]1[CH:7]=[CH:6][C:5]([C:8]2[N:13]=[C:12]([C:14](OC)([O:16]C)[CH3:15])[CH:11]=[CH:10][N:9]=2)=[CH:4][CH:3]=1.[F:20][C:21]([F:26])([F:25])[C:22]([OH:24])=[O:23]. The catalyst is C(Cl)(Cl)Cl.O. The product is [F:20][C:21]([F:26])([F:25])[C:22]([OH:24])=[O:23].[Br:1][C:2]1[CH:3]=[CH:4][C:5]([C:8]2[N:13]=[C:12]([C:14](=[O:16])[CH3:15])[CH:11]=[CH:10][N:9]=2)=[CH:6][CH:7]=1. The yield is 0.950. (6) The reactants are [Cl:1][C:2]1[CH:39]=[N:38][C:5]2[N:6](S(C3C=CC=CC=3)(=O)=O)[C:7]3[C:12]([C:4]=2[CH:3]=1)=[CH:11][C:10]([C:13]1[CH:18]=[CH:17][C:16]([O:19][CH2:20][CH2:21][N:22]2[CH2:27][CH2:26][N:25]([CH3:28])[CH2:24][CH2:23]2)=[CH:15][CH:14]=1)=[CH:9][CH:8]=3. The catalyst is CO. The product is [Cl:1][C:2]1[CH:39]=[N:38][C:5]2[NH:6][C:7]3[C:12]([C:4]=2[CH:3]=1)=[CH:11][C:10]([C:13]1[CH:14]=[CH:15][C:16]([O:19][CH2:20][CH2:21][N:22]2[CH2:23][CH2:24][N:25]([CH3:28])[CH2:26][CH2:27]2)=[CH:17][CH:18]=1)=[CH:9][CH:8]=3. The yield is 0.830. (7) The reactants are Br[C:2]1[CH:3]=[N:4][C:5]([NH:8][C:9]2[C:14]([N+:15]([O-:17])=[O:16])=[CH:13][CH:12]=[CH:11][C:10]=2[CH3:18])=[N:6][CH:7]=1.[C:19]([C:21]1[CH:26]=[C:25]([O:27][CH3:28])[CH:24]=[C:23]([O:29][CH3:30])[CH:22]=1)#[CH:20].C1(P(C2C=CC=CC=2)C2C=CC=CC=2)C=CC=CC=1.C(NCC)C. The catalyst is CN(C)C=O.Cl[Pd](Cl)([P](C1C=CC=CC=1)(C1C=CC=CC=1)C1C=CC=CC=1)[P](C1C=CC=CC=1)(C1C=CC=CC=1)C1C=CC=CC=1.[Cu]I. The product is [CH3:30][O:29][C:23]1[CH:22]=[C:21]([C:19]#[C:20][C:2]2[CH:3]=[N:4][C:5]([NH:8][C:9]3[C:14]([N+:15]([O-:17])=[O:16])=[CH:13][CH:12]=[CH:11][C:10]=3[CH3:18])=[N:6][CH:7]=2)[CH:26]=[C:25]([O:27][CH3:28])[CH:24]=1. The yield is 0.390. (8) The reactants are [C:1]([C:5]1[CH:9]=[C:8]([NH:10][C:11]([NH:13][C@@H:14]2[C:23]3[C:18](=[CH:19][CH:20]=[CH:21][CH:22]=3)[C@H:17]([O:24][C:25]3[CH:26]=[CH:27][C:28]4[N:29]([C:31]([N:34]5[CH2:39][CH2:38][CH2:37][CH2:36][C@@H:35]5[CH3:40])=[N:32][N:33]=4)[CH:30]=3)[CH2:16][CH2:15]2)=[O:12])[N:7]([C:41]2[CH:42]=[C:43]([CH:52]=[CH:53][CH:54]=2)[O:44][CH2:45][CH2:46][O:47]S(C)(=O)=O)[N:6]=1)([CH3:4])([CH3:3])[CH3:2].[CH:55]12[NH:62][CH:59]([CH2:60][CH2:61]1)[CH2:58][O:57][CH2:56]2. The catalyst is C1COCC1. The product is [CH:46]([OH:47])=[O:57].[C:1]([C:5]1[CH:9]=[C:8]([NH:10][C:11]([NH:13][C@@H:14]2[C:23]3[C:18](=[CH:19][CH:20]=[CH:21][CH:22]=3)[C@H:17]([O:24][C:25]3[CH:26]=[CH:27][C:28]4[N:29]([C:31]([N:34]5[CH2:39][CH2:38][CH2:37][CH2:36][C@@H:35]5[CH3:40])=[N:32][N:33]=4)[CH:30]=3)[CH2:16][CH2:15]2)=[O:12])[N:7]([C:41]2[CH:54]=[CH:53][CH:52]=[C:43]([O:44][CH2:45][CH2:46][N:62]3[CH:55]4[CH2:61][CH2:60][CH:59]3[CH2:58][O:57][CH2:56]4)[CH:42]=2)[N:6]=1)([CH3:2])([CH3:3])[CH3:4]. The yield is 0.460. (9) The reactants are C(N1C2C(=CC=CC=2)CC1=O)C1C=CC=CC=1.[F:18][C:19]1[CH:20]=[C:21]2[C:25](=[CH:26][CH:27]=1)[N:24]([CH2:28][C:29]1[CH:34]=[CH:33][CH:32]=[CH:31][CH:30]=1)[C:23](=[O:35])[C:22]2=O.CCOCC. The catalyst is CCCCCC. The product is [CH2:28]([N:24]1[C:25]2[C:21](=[CH:20][C:19]([F:18])=[CH:27][CH:26]=2)[CH2:22][C:23]1=[O:35])[C:29]1[CH:34]=[CH:33][CH:32]=[CH:31][CH:30]=1. The yield is 0.750.